From a dataset of Full USPTO retrosynthesis dataset with 1.9M reactions from patents (1976-2016). Predict the reactants needed to synthesize the given product. Given the product [CH3:1][N:2]1[C:10]2[N:9]=[CH:8][N:7]([CH2:14][C@H:15]3[CH2:20][CH2:19][C@H:18]([CH3:21])[CH2:17][CH2:16]3)[C:6]=2[C:5](=[O:11])[NH:4][C:3]1=[O:12], predict the reactants needed to synthesize it. The reactants are: [CH3:1][N:2]1[C:10]2[N:9]=[CH:8][NH:7][C:6]=2[C:5](=[O:11])[NH:4][C:3]1=[O:12].Br[CH2:14][C@H:15]1[CH2:20][CH2:19][C@H:18]([CH3:21])[CH2:17][CH2:16]1.C(=O)([O-])[O-].[Na+].[Na+].CS(C)=O.